Dataset: Full USPTO retrosynthesis dataset with 1.9M reactions from patents (1976-2016). Task: Predict the reactants needed to synthesize the given product. Given the product [N:5]1([CH2:4][CH2:3][CH2:2][NH:1][C:17]([C:16]2[CH:15]=[CH:14][C:13]([N+:10]([O-:12])=[O:11])=[CH:21][CH:20]=2)=[O:18])[CH:9]=[CH:8][N:7]=[CH:6]1, predict the reactants needed to synthesize it. The reactants are: [NH2:1][CH2:2][CH2:3][CH2:4][N:5]1[CH:9]=[CH:8][N:7]=[CH:6]1.[N+:10]([C:13]1[CH:21]=[CH:20][C:16]([C:17](Cl)=[O:18])=[CH:15][CH:14]=1)([O-:12])=[O:11].